Task: Predict which catalyst facilitates the given reaction.. Dataset: Catalyst prediction with 721,799 reactions and 888 catalyst types from USPTO (1) Reactant: [CH2:1]([N:8]1[CH2:12][CH:11]2[C:13](=O)[CH2:14][CH2:15][CH:10]2[CH2:9]1)[C:2]1[CH:7]=[CH:6][CH:5]=[CH:4][CH:3]=1.[CH:17]1([NH2:20])[CH2:19][CH2:18]1.C(O)(=O)C.C([BH3-])#N. Product: [CH2:1]([N:8]1[CH2:12][C@H:11]2[C@@H:13]([NH:20][CH:17]3[CH2:19][CH2:18]3)[CH2:14][CH2:15][C@H:10]2[CH2:9]1)[C:2]1[CH:7]=[CH:6][CH:5]=[CH:4][CH:3]=1. The catalyst class is: 4. (2) The catalyst class is: 20. Product: [CH3:39][N:7]([CH3:6])[CH2:8][CH2:9][N:10]([CH3:38])[C:11]1[CH:16]=[C:15]([O:17][CH3:18])[C:14]([NH:19][C:20]2[N:25]=[C:24]([C:26]3[C:34]4[C:29](=[CH:30][CH:31]=[CH:32][CH:33]=4)[N:28]([CH3:35])[CH:27]=3)[C:23]([CH3:36])=[CH:22][N:21]=2)=[CH:13][C:12]=1[NH:37][C:1](=[O:4])[CH:2]=[CH2:3]. Reactant: [C:1](Cl)(=[O:4])[CH:2]=[CH2:3].[CH3:6][N:7]([CH3:39])[CH2:8][CH2:9][N:10]([CH3:38])[C:11]1[C:12]([NH2:37])=[CH:13][C:14]([NH:19][C:20]2[N:25]=[C:24]([C:26]3[C:34]4[C:29](=[CH:30][CH:31]=[CH:32][CH:33]=4)[N:28]([CH3:35])[CH:27]=3)[C:23]([CH3:36])=[CH:22][N:21]=2)=[C:15]([O:17][CH3:18])[CH:16]=1.CCN(C(C)C)C(C)C. (3) Reactant: [NH2:1][CH:2]1[CH2:7][CH2:6][N:5]([CH2:8][C:9]2[CH:14]=[CH:13][CH:12]=[CH:11][CH:10]=2)[CH2:4][CH2:3]1.[S:15](N)([NH2:18])(=[O:17])=[O:16]. Product: [CH2:8]([N:5]1[CH2:6][CH2:7][CH:2]([NH:1][S:15]([NH2:18])(=[O:17])=[O:16])[CH2:3][CH2:4]1)[C:9]1[CH:14]=[CH:13][CH:12]=[CH:11][CH:10]=1. The catalyst class is: 216. (4) Product: [C:5]([C:9]1[CH:10]=[C:11]([N+:1]([O-:4])=[O:2])[C:12]([O:18][CH3:19])=[C:13]([CH:17]=1)[C:14]([OH:16])=[O:15])([CH3:8])([CH3:6])[CH3:7]. The catalyst class is: 65. Reactant: [N+:1]([O-:4])(O)=[O:2].[C:5]([C:9]1[CH:10]=[CH:11][C:12]([O:18][CH3:19])=[C:13]([CH:17]=1)[C:14]([OH:16])=[O:15])([CH3:8])([CH3:7])[CH3:6]. (5) Reactant: [NH2:1][C:2]1[CH:3]=[C:4]([C:8]2[CH:13]=[CH:12][CH:11]=[C:10]([NH:14][N:15]=[C:16]3[C:20](=[O:21])[N:19]([C:22]4[CH:27]=[CH:26][C:25]([CH3:28])=[C:24]([CH3:29])[CH:23]=4)[N:18]=[C:17]3[CH3:30])[C:9]=2[OH:31])[CH:5]=[CH:6][CH:7]=1.C([NH:39][C:40](=[N:43]C(OC(C)(C)C)=O)SC)(OC(C)(C)C)=O.FC(F)(F)C(O)=O. Product: [CH3:29][C:24]1[CH:23]=[C:22]([N:19]2[C:20](=[O:21])[C:16](=[N:15][NH:14][C:10]3[C:9]([OH:31])=[C:8]([C:4]4[CH:5]=[CH:6][CH:7]=[C:2]([NH:1][C:40]([NH2:43])=[NH:39])[CH:3]=4)[CH:13]=[CH:12][CH:11]=3)[C:17]([CH3:30])=[N:18]2)[CH:27]=[CH:26][C:25]=1[CH3:28]. The catalyst class is: 2.